Regression. Given a peptide amino acid sequence and an MHC pseudo amino acid sequence, predict their binding affinity value. This is MHC class II binding data. From a dataset of Peptide-MHC class II binding affinity with 134,281 pairs from IEDB. (1) The peptide sequence is AAATAGTTNYGAFAA. The MHC is HLA-DQA10102-DQB10602 with pseudo-sequence HLA-DQA10102-DQB10602. The binding affinity (normalized) is 0.610. (2) The peptide sequence is ENLPYLVAYQATVCARAQAP. The binding affinity (normalized) is 0.403. The MHC is DRB1_1201 with pseudo-sequence DRB1_1201. (3) The peptide sequence is LTAAINKGILVTVNPHHHHHH. The MHC is DRB4_0103 with pseudo-sequence DRB4_0103. The binding affinity (normalized) is 0.552. (4) The binding affinity (normalized) is 0.626. The peptide sequence is AFKVAATAANAAPAN. The MHC is DRB1_0701 with pseudo-sequence DRB1_0701. (5) The peptide sequence is KKWRDVPYLTKRQDK. The MHC is HLA-DQA10303-DQB10402 with pseudo-sequence HLA-DQA10303-DQB10402. The binding affinity (normalized) is 0.333. (6) The peptide sequence is AYVSRLLDDLVIV. The binding affinity (normalized) is 0.155. The MHC is DRB1_0401 with pseudo-sequence DRB1_0401. (7) The peptide sequence is RVNNSYSLIRLSHNS. The MHC is DRB1_0701 with pseudo-sequence DRB1_0701. The binding affinity (normalized) is 0.693. (8) The peptide sequence is AVKVAATAANAAPAN. The MHC is HLA-DPA10103-DPB10301 with pseudo-sequence HLA-DPA10103-DPB10301. The binding affinity (normalized) is 0.544.